From a dataset of Reaction yield outcomes from USPTO patents with 853,638 reactions. Predict the reaction yield, written as a fraction of the theoretical maximum amount of product (1.0 means a 100% yield; for example, 0.34 means a 34% yield). The reactants are [Cl:1][C:2]1[CH:7]=[C:6]([CH3:8])[C:5]([N+:9]([O-:11])=[O:10])=[CH:4][C:3]=1[N+:12]([O-:14])=[O:13].C[C:16]([N:18]([CH3:20])[CH3:19])=O.O. The catalyst is CN(C=O)C. The product is [Cl:1][C:2]1[C:3]([N+:12]([O-:14])=[O:13])=[CH:4][C:5]([N+:9]([O-:11])=[O:10])=[C:6](/[CH:8]=[CH:16]/[N:18]([CH3:20])[CH3:19])[CH:7]=1. The yield is 0.720.